This data is from Reaction yield outcomes from USPTO patents with 853,638 reactions. The task is: Predict the reaction yield, written as a fraction of the theoretical maximum amount of product (1.0 means a 100% yield; for example, 0.34 means a 34% yield). (1) The reactants are [ClH:1].C(N(CC)CCNC(C1C=CC2C(=CC=C(I)C=2)C=1)=O)C.[CH2:23]([N:25]([CH2:41][CH3:42])[CH2:26][CH2:27][NH:28][C:29]([C:31]1[NH:32][C:33]2[CH:39]=[C:38]([I:40])[CH:37]=[CH:36][C:34]=2[N:35]=1)=[O:30])[CH3:24].[K+].[Br-]. No catalyst specified. The product is [ClH:1].[ClH:1].[CH2:41]([N:25]([CH2:23][CH3:24])[CH2:26][CH2:27][NH:28][C:29]([C:31]1[NH:32][C:33]2[CH:39]=[C:38]([I:40])[CH:37]=[CH:36][C:34]=2[N:35]=1)=[O:30])[CH3:42]. The yield is 0.820. (2) The reactants are [NH:1]1[C:5]2[CH:6]=[CH:7][C:8]([C:10]([OH:12])=O)=[CH:9][C:4]=2[N:3]=[CH:2]1.[C:13]1([C:19]2[CH:32]=[CH:31][C:22]3[C@@H:23]4[C@H:28]([CH2:29][CH2:30][C:21]=3[CH:20]=2)[NH:27][CH2:26][CH2:25][CH2:24]4)[CH:18]=[CH:17][CH:16]=[CH:15][CH:14]=1. The catalyst is C(Cl)Cl.CO. The product is [NH:1]1[C:5]2[CH:6]=[CH:7][C:8]([C:10]([N:27]3[C@@H:28]4[C@@H:23]([C:22]5[CH:31]=[CH:32][C:19]([C:13]6[CH:18]=[CH:17][CH:16]=[CH:15][CH:14]=6)=[CH:20][C:21]=5[CH2:30][CH2:29]4)[CH2:24][CH2:25][CH2:26]3)=[O:12])=[CH:9][C:4]=2[N:3]=[CH:2]1. The yield is 0.290. (3) The reactants are C(O[C:4]([NH:6][C:7]1[CH:8]=[C:9]([C:14]([F:17])([F:16])[F:15])[CH:10]=[CH:11][C:12]=1I)=O)C.C[O:19][CH:20]1[CH:24]=[CH:23]C(OC)[O:21]1.C(N(C(C)C)CC)(C)C.CN(C=O)C. The catalyst is [Cl-].C([N+](CC)(CC)CC)C1C=CC=CC=1.C([O-])(=O)C.[Pd+2].C([O-])(=O)C.C(OCC)(=O)C.O. The product is [F:17][C:14]([F:15])([F:16])[C:9]1[CH:8]=[C:7]2[C:12]([C:23]([CH2:24][C:20]([OH:21])=[O:19])=[CH:4][NH:6]2)=[CH:11][CH:10]=1. The yield is 0.0500.